From a dataset of Reaction yield outcomes from USPTO patents with 853,638 reactions. Predict the reaction yield, written as a fraction of the theoretical maximum amount of product (1.0 means a 100% yield; for example, 0.34 means a 34% yield). (1) The reactants are [Br:1][CH2:2][C:3]([C:5]1[CH:10]=[CH:9][CH:8]=[CH:7][CH:6]=1)=[O:4].[C:11]([O:15][C:16]([NH:18][CH:19]([C:31]1[CH:36]=[CH:35][CH:34]=[C:33]([F:37])[CH:32]=1)[C:20]([O:22][C@@H:23]1[CH:28]2[CH2:29][CH2:30][N:25]([CH2:26][CH2:27]2)[CH2:24]1)=[O:21])=[O:17])([CH3:14])([CH3:13])[CH3:12]. The catalyst is CCOC(C)=O.C(#N)C. The product is [Br-:1].[C:11]([O:15][C:16]([NH:18][CH:19]([C:31]1[CH:36]=[CH:35][CH:34]=[C:33]([F:37])[CH:32]=1)[C:20]([O:22][C@@H:23]1[CH:28]2[CH2:27][CH2:26][N+:25]([CH2:2][C:3](=[O:4])[C:5]3[CH:10]=[CH:9][CH:8]=[CH:7][CH:6]=3)([CH2:30][CH2:29]2)[CH2:24]1)=[O:21])=[O:17])([CH3:14])([CH3:12])[CH3:13]. The yield is 0.460. (2) The reactants are [O:1]1[C:5]2([CH2:10][CH2:9][NH:8][CH2:7][CH2:6]2)[O:4][CH2:3][CH2:2]1.[N:11]1[CH:12]=[CH:13][N:14]2[CH:19]=[C:18]([CH:20]=O)[CH:17]=[CH:16][C:15]=12. No catalyst specified. The product is [N:11]1[CH:12]=[CH:13][N:14]2[CH:19]=[C:18]([CH2:20][N:8]3[CH2:9][CH2:10][C:5]4([O:4][CH2:3][CH2:2][O:1]4)[CH2:6][CH2:7]3)[CH:17]=[CH:16][C:15]=12. The yield is 0.770. (3) The reactants are Br[C:2]1[CH:3]=[C:4]([NH:10][C:11]2[N:12]=[CH:13][N:14]([CH:16]3[CH2:21][CH2:20][N:19]([CH:22]4[CH2:25][O:24][CH2:23]4)[CH2:18][CH2:17]3)[CH:15]=2)[C:5](=[O:9])[N:6]([CH3:8])[CH:7]=1.[C:26]([O:29][CH2:30][C:31]1[C:32]([N:46]2[CH2:58][CH2:57][N:49]3[C:50]4[CH2:51][CH2:52][CH2:53][CH2:54][C:55]=4[CH:56]=[C:48]3[C:47]2=[O:59])=[N:33][CH:34]=[CH:35][C:36]=1B1OC(C)(C)C(C)(C)O1)(=[O:28])[CH3:27].[O-]P([O-])([O-])=O.[K+].[K+].[K+].C([O-])(=O)C.[Na+]. The catalyst is C1C=CC(P(C2C=CC=CC=2)[C-]2C=CC=C2)=CC=1.C1C=CC(P(C2C=CC=CC=2)[C-]2C=CC=C2)=CC=1.Cl[Pd]Cl.[Fe+2].C(#N)C.O. The product is [C:26]([O:29][CH2:30][C:31]1[C:32]([N:46]2[CH2:58][CH2:57][N:49]3[C:50]4[CH2:51][CH2:52][CH2:53][CH2:54][C:55]=4[CH:56]=[C:48]3[C:47]2=[O:59])=[N:33][CH:34]=[CH:35][C:36]=1[C:2]1[CH:3]=[C:4]([NH:10][C:11]2[N:12]=[CH:13][N:14]([CH:16]3[CH2:21][CH2:20][N:19]([CH:22]4[CH2:25][O:24][CH2:23]4)[CH2:18][CH2:17]3)[CH:15]=2)[C:5](=[O:9])[N:6]([CH3:8])[CH:7]=1)(=[O:28])[CH3:27]. The yield is 0.200. (4) The reactants are Cl[C:2]1[C:7]([C:8]([N:10]([C:14]2[CH:15]=[C:16]3[C:20](=[C:21]([CH:23]4[CH2:25][CH2:24]4)[CH:22]=2)[N:19]([C:26]2[N:31]=[CH:30][C:29]([CH3:32])=[CH:28][N:27]=2)[CH:18]=[CH:17]3)[CH2:11][CH2:12][OH:13])=[O:9])=[C:6]([Cl:33])[N:5]=[CH:4][N:3]=1.C(N(CC)CC)C. The catalyst is C(#N)C. The product is [Cl:33][C:6]1[C:7]2[C:8](=[O:9])[N:10]([C:14]3[CH:15]=[C:16]4[C:20](=[C:21]([CH:23]5[CH2:24][CH2:25]5)[CH:22]=3)[N:19]([C:26]3[N:27]=[CH:28][C:29]([CH3:32])=[CH:30][N:31]=3)[CH:18]=[CH:17]4)[CH2:11][CH2:12][O:13][C:2]=2[N:3]=[CH:4][N:5]=1. The yield is 0.950. (5) The reactants are [F:1][C:2]1[CH:3]=[C:4](/[CH:11]=[CH:12]/[C:13]([O:15][CH3:16])=[O:14])[CH:5]=[C:6]([F:10])[C:7]=1[CH:8]=O.[NH:17]1[C:25]2[C:20](=[CH:21][CH:22]=[CH:23][CH:24]=2)[C:19]([CH2:26][C@H:27]([NH:29][CH2:30][C:31]([F:34])([CH3:33])[CH3:32])[CH3:28])=[CH:18]1.C(O)(=O)C. The catalyst is C1(C)C=CC=CC=1. The product is [F:1][C:2]1[CH:3]=[C:4](/[CH:11]=[CH:12]/[C:13]([O:15][CH3:16])=[O:14])[CH:5]=[C:6]([F:10])[C:7]=1[C@@H:8]1[C:18]2[NH:17][C:25]3[C:20]([C:19]=2[CH2:26][C@@H:27]([CH3:28])[N:29]1[CH2:30][C:31]([F:34])([CH3:33])[CH3:32])=[CH:21][CH:22]=[CH:23][CH:24]=3. The yield is 0.680.